This data is from Full USPTO retrosynthesis dataset with 1.9M reactions from patents (1976-2016). The task is: Predict the reactants needed to synthesize the given product. (1) The reactants are: [C:1]([C:5]1[CH:6]=[C:7]([CH2:17][OH:18])[N:8]([C:10]2[CH:15]=[CH:14][C:13]([CH3:16])=[CH:12][CH:11]=2)[N:9]=1)([CH3:4])([CH3:3])[CH3:2].C(Cl)Cl.CC(OI1(OC(C)=O)(OC(C)=O)OC(=O)C2C=CC=CC1=2)=O. Given the product [C:1]([C:5]1[CH:6]=[C:7]([CH:17]=[O:18])[N:8]([C:10]2[CH:11]=[CH:12][C:13]([CH3:16])=[CH:14][CH:15]=2)[N:9]=1)([CH3:4])([CH3:2])[CH3:3], predict the reactants needed to synthesize it. (2) The reactants are: [C:1]([OH:4])(=[O:3])[CH3:2].[C:5]([OH:8])(=[O:7])[CH3:6].[NH2:9][C:10]1[N:15]=[CH:14][N:13]=[C:12]2[N:16]([C@H:35]3[CH2:40][CH2:39][C@@H:38]([N:41]4[CH2:46][CH2:45][N:44]([CH3:47])[CH2:43][CH2:42]4)[CH2:37][CH2:36]3)[N:17]=[C:18]([C:19]3[CH:24]=[CH:23][C:22]([NH:25][C:26](=O)[CH2:27][C:28]4[CH:33]=[CH:32][CH:31]=[CH:30][CH:29]=4)=[CH:21][CH:20]=3)[C:11]=12.[H-].[Al+3].[Li+].[H-].[H-].[H-]. Given the product [C:1]([OH:4])(=[O:3])[CH3:2].[C:5]([OH:8])(=[O:7])[CH3:6].[CH3:47][N:44]1[CH2:43][CH2:42][N:41]([C@@H:38]2[CH2:39][CH2:40][C@H:35]([N:16]3[C:12]4=[N:13][CH:14]=[N:15][C:10]([NH2:9])=[C:11]4[C:18]([C:19]4[CH:20]=[CH:21][C:22]([NH:25][CH2:26][CH2:27][C:28]5[CH:29]=[CH:30][CH:31]=[CH:32][CH:33]=5)=[CH:23][CH:24]=4)=[N:17]3)[CH2:36][CH2:37]2)[CH2:46][CH2:45]1, predict the reactants needed to synthesize it. (3) Given the product [Cl:20][C:17]1[CH:18]=[CH:19][C:14]([N:11]2[CH2:12][CH2:13][N:8]([C:6]3[N:7]=[C:2]([N:29]4[CH2:30][C@H:26]([OH:25])[CH2:27][C@H:28]4[C:31]([O:33][CH3:34])=[O:32])[C:3]4[S:23](=[O:24])[CH2:22][CH2:21][C:4]=4[N:5]=3)[CH2:9][CH2:10]2)=[CH:15][CH:16]=1, predict the reactants needed to synthesize it. The reactants are: Cl[C:2]1[C:3]2[S:23](=[O:24])[CH2:22][CH2:21][C:4]=2[N:5]=[C:6]([N:8]2[CH2:13][CH2:12][N:11]([C:14]3[CH:19]=[CH:18][C:17]([Cl:20])=[CH:16][CH:15]=3)[CH2:10][CH2:9]2)[N:7]=1.[OH:25][C@H:26]1[CH2:30][NH:29][C@H:28]([C:31]([O:33][CH3:34])=[O:32])[CH2:27]1.C(N(C(C)C)CC)(C)C.O. (4) Given the product [C:1]([O:9][CH2:10][C@:11]1([F:29])[C@@H:18]([OH:17])[C@@H:14]([OH:15])[C@H:13]([N:21]2[CH:26]=[CH:25][C:24](=[O:27])[NH:23][C:22]2=[O:28])[O:12]1)(=[O:8])[C:2]1[CH:3]=[CH:4][CH:5]=[CH:6][CH:7]=1, predict the reactants needed to synthesize it. The reactants are: [C:1]([O:9][CH2:10][C@:11]1([F:29])[C@@H:18]2[C@@H:14]([O:15]C(C)(C)[O:17]2)[C@H:13]([N:21]2[CH:26]=[CH:25][C:24](=[O:27])[NH:23][C:22]2=[O:28])[O:12]1)(=[O:8])[C:2]1[CH:7]=[CH:6][CH:5]=[CH:4][CH:3]=1.CCOC(C)=O. (5) Given the product [Cl:32][C:33]1[CH:38]=[CH:37][N:36]2[C:39]([C:9]3[CH:10]=[CH:11][C:12]([CH2:15][CH2:16][CH2:17][C:18]([NH:20][C:21]4[CH:26]=[CH:25][CH:24]=[C:23]([C:27]([F:28])([F:29])[F:30])[CH:22]=4)=[O:19])=[CH:13][CH:14]=3)=[CH:40][N:41]=[C:35]2[CH:34]=1, predict the reactants needed to synthesize it. The reactants are: CC1(C)C(C)(C)OB([C:9]2[CH:14]=[CH:13][C:12]([CH2:15][CH2:16][CH2:17][C:18]([NH:20][C:21]3[CH:26]=[CH:25][CH:24]=[C:23]([C:27]([F:30])([F:29])[F:28])[CH:22]=3)=[O:19])=[CH:11][CH:10]=2)O1.[Cl:32][C:33]1[CH:38]=[CH:37][N:36]2[C:39](I)=[CH:40][N:41]=[C:35]2[CH:34]=1.C(=O)([O-])[O-].[K+].[K+]. (6) Given the product [NH2:7][CH:8]([CH3:27])[C:9]([NH:11][C:12]1[CH:17]=[C:16]([Cl:18])[CH:15]=[C:14]([C:19]#[C:20][C:21]2[CH:26]=[CH:25][CH:24]=[CH:23][CH:22]=2)[N:13]=1)=[O:10], predict the reactants needed to synthesize it. The reactants are: C(OC(=O)[NH:7][CH:8]([CH3:27])[C:9]([NH:11][C:12]1[CH:17]=[C:16]([Cl:18])[CH:15]=[C:14]([C:19]#[C:20][C:21]2[CH:26]=[CH:25][CH:24]=[CH:23][CH:22]=2)[N:13]=1)=[O:10])(C)(C)C.C(Cl)Cl.C(O)(C(F)(F)F)=O. (7) Given the product [ClH:22].[Cl:22][C:14]1[CH:15]=[N:16][C:17]2[CH:18]=[CH:19][C:20](=[O:21])[N:11]3[CH2:10][CH:9]([CH2:8][N:5]4[CH2:6][CH2:7][CH:2]([NH:1][CH2:34][C:26]5[CH:25]=[C:24]([F:23])[C:29]6[O:30][CH2:31][CH2:32][O:33][C:28]=6[CH:27]=5)[CH2:3][CH2:4]4)[C:13]=1[C:12]=23, predict the reactants needed to synthesize it. The reactants are: [NH2:1][CH:2]1[CH2:7][CH2:6][N:5]([CH2:8][CH:9]2[C:13]3=[C:14]([Cl:22])[CH:15]=[N:16][C:17]4[CH:18]=[CH:19][C:20](=[O:21])[N:11]([C:12]=43)[CH2:10]2)[CH2:4][CH2:3]1.[F:23][C:24]1[C:29]2[O:30][CH2:31][CH2:32][O:33][C:28]=2[CH:27]=[C:26]([CH:34]=O)[CH:25]=1. (8) Given the product [Cl:34][C:11]1[S:10][C:9]([C:7]2[CH:6]=[CH:5][C:4]([C:14]3[C:23]4[C:18](=[CH:19][C:20]([S:24]([NH:27][C:28]5[CH:33]=[CH:32][N:31]=[CH:30][N:29]=5)(=[O:26])=[O:25])=[CH:21][CH:22]=4)[CH:17]=[CH:16][N:15]=3)=[C:3]([O:2][CH3:1])[CH:8]=2)=[N:13][CH:12]=1, predict the reactants needed to synthesize it. The reactants are: [CH3:1][O:2][C:3]1[CH:8]=[C:7]([C:9]2[S:10][CH:11]=[CH:12][N:13]=2)[CH:6]=[CH:5][C:4]=1[C:14]1[C:23]2[C:18](=[CH:19][C:20]([S:24]([NH:27][C:28]3[CH:33]=[CH:32][N:31]=[CH:30][N:29]=3)(=[O:26])=[O:25])=[CH:21][CH:22]=2)[CH:17]=[CH:16][N:15]=1.[Cl:34]N1C(C)(C)C(=O)N(Cl)C1=O. (9) Given the product [CH2:17]([N:8]1[CH2:7][CH2:6][C:5]2[C:10](=[CH:11][CH:12]=[C:3]([O:2][CH3:1])[CH:4]=2)[C:9]1=[O:13])[CH2:16][CH:15]=[CH2:14], predict the reactants needed to synthesize it. The reactants are: [CH3:1][O:2][C:3]1[CH:4]=[C:5]2[C:10](=[CH:11][CH:12]=1)[C:9](=[O:13])[NH:8][CH2:7][CH2:6]2.[CH3:14][C:15]1C=CC(S(OCCC=C)(=O)=O)=[CH:17][CH:16]=1. (10) Given the product [C:20]1(=[O:32])[CH2:21][CH2:22][CH2:23][CH2:24][CH2:25][CH2:26][CH2:27][CH2:28][CH2:29][CH2:30][CH2:31]1, predict the reactants needed to synthesize it. The reactants are: C1CCCCCCCCCCC1.N(OC(C)(C)C)=O.[CH2:20]([O:32]C(C1C=C2C(=O)N(O)C(=O)C2=CC=1)=O)[CH2:21][CH2:22][CH2:23][CH2:24][CH2:25][CH2:26][CH2:27][CH2:28][CH2:29][CH2:30][CH3:31].S(=O)(=O)(O)O.[OH-].[Na+].C1(=NO)CCCCCCCCCCC1.[N+](C1CCCCCCCCCCC1)([O-])=O.